Dataset: Forward reaction prediction with 1.9M reactions from USPTO patents (1976-2016). Task: Predict the product of the given reaction. (1) Given the reactants [Cl:1][C:2]1[N:7]=[C:6]2[N:8](C(C3C=CC=CC=3)=O)[CH:9]=[CH:10][C:5]2=[CH:4][CH:3]=1.[OH-].[Na+].C(OCC)(=O)C, predict the reaction product. The product is: [Cl:1][C:2]1[N:7]=[C:6]2[NH:8][CH:9]=[CH:10][C:5]2=[CH:4][CH:3]=1. (2) The product is: [F:1][C:2]1[CH:3]=[C:4]2[C:5](=[CH:11][CH:12]=1)[C:6](=[O:7])[NH:13][C:8]2=[O:9]. Given the reactants [F:1][C:2]1[CH:12]=[CH:11][C:5]2[C:6](=O)[O:7][C:8](=[O:9])[C:4]=2[CH:3]=1.[NH2:13]C(N)=O, predict the reaction product. (3) Given the reactants [Si](O[C@@H]1C[C@@H](CO)OC(=O)C1)([C:4](C)(C)[CH3:5])(C)C.[Na+].[Cl-].[CH3:20][O:21][CH:22]([O:25][CH3:26])[CH:23]=[O:24].C(=O)C.[OH-].[Na+].[CH2:32]([CH2:42][NH:43][C:44]([CH2:49][OH:50])([CH2:47][OH:48])[CH2:45][OH:46])[CH2:33][NH:34][C:35]([CH2:40][OH:41])([CH2:38][OH:39])[CH2:36][OH:37], predict the reaction product. The product is: [OH:46][CH2:45][C:44]([N:43](/[CH:4]=[CH:5]\[C@H:23]([OH:24])[CH:22]([O:25][CH3:26])[O:21][CH3:20])[CH2:42][CH2:32][CH2:33][NH:34][C:35]([CH2:36][OH:37])([CH2:38][OH:39])[CH2:40][OH:41])([CH2:47][OH:48])[CH2:49][OH:50]. (4) Given the reactants [F:1][C:2]([F:15])([F:14])[C:3]1[CH:4]=[CH:5][CH:6]=[C:7]2[C:12]=1[N:11]=[CH:10][CH:9]=[C:8]2[OH:13].[N:16]([C:19]1[CH:24]=[CH:23][C:22]([S:25](Cl)(=[O:27])=[O:26])=[CH:21][CH:20]=1)=[C:17]=[O:18].[NH2:29][C:30]1[S:31][CH:32]=[CH:33][N:34]=1, predict the reaction product. The product is: [F:15][C:2]([F:1])([F:14])[C:3]1[CH:4]=[CH:5][CH:6]=[C:7]2[C:12]=1[N:11]=[CH:10][CH:9]=[C:8]2[O:13][C:17](=[O:18])[NH:16][C:19]1[CH:24]=[CH:23][C:22]([S:25](=[O:27])(=[O:26])[NH:29][C:30]2[S:31][CH:32]=[CH:33][N:34]=2)=[CH:21][CH:20]=1. (5) Given the reactants [C:1]12([NH:11][CH2:12][C:13]3[S:14][C:15](Br)=[CH:16][N:17]=3)[CH2:10][CH:5]3[CH2:6][CH:7]([CH2:9][CH:3]([CH2:4]3)[CH2:2]1)[CH2:8]2.[CH:19]1(B(O)O)[CH2:21][CH2:20]1, predict the reaction product. The product is: [C:1]12([NH:11][CH2:12][C:13]3[S:14][C:15]([CH:19]4[CH2:21][CH2:20]4)=[CH:16][N:17]=3)[CH2:10][CH:5]3[CH2:6][CH:7]([CH2:9][CH:3]([CH2:4]3)[CH2:2]1)[CH2:8]2.